This data is from Full USPTO retrosynthesis dataset with 1.9M reactions from patents (1976-2016). The task is: Predict the reactants needed to synthesize the given product. (1) Given the product [Br:22][C:23]1[CH:28]=[CH:27][C:26]([S:29]([N:18]2[CH2:19][CH2:20][CH2:21][N:15]([C:8]([O:10][C:11]([CH3:14])([CH3:13])[CH3:12])=[O:9])[CH2:16][CH2:17]2)(=[O:30])=[O:31])=[C:25]([F:33])[CH:24]=1, predict the reactants needed to synthesize it. The reactants are: C(N(CC)CC)C.[C:8]([N:15]1[CH2:21][CH2:20][CH2:19][NH:18][CH2:17][CH2:16]1)([O:10][C:11]([CH3:14])([CH3:13])[CH3:12])=[O:9].[Br:22][C:23]1[CH:28]=[CH:27][C:26]([S:29](Cl)(=[O:31])=[O:30])=[C:25]([F:33])[CH:24]=1. (2) Given the product [CH2:15]([C:16]1[CH:17]=[C:18]([CH:21]=[CH:22][CH:23]=1)[C:19]#[N:20])[CH2:14][C:13]#[CH:12], predict the reactants needed to synthesize it. The reactants are: C[Si]([N-][Si](C)(C)C)(C)C.[Na+].Br[C:12](Br)=[CH:13][CH2:14][CH2:15][C:16]1[CH:17]=[C:18]([CH:21]=[CH:22][CH:23]=1)[C:19]#[N:20].[Li]CCCC.